This data is from Tyrosyl-DNA phosphodiesterase HTS with 341,365 compounds. The task is: Binary Classification. Given a drug SMILES string, predict its activity (active/inactive) in a high-throughput screening assay against a specified biological target. (1) The compound is s1c(nc2c1cc(cc2)C)c1ccc(NC(=O)C2C(CC=C(C2)C)C(O)=O)cc1. The result is 1 (active). (2) The result is 0 (inactive). The molecule is Clc1cn2c(nc(c2)CSc2[nH]ncn2)cc1. (3) The result is 0 (inactive). The molecule is S(Nc1ncccc1)c1c([N+]([O-])=O)cccc1. (4) The drug is Fc1ccc(CC2(N(CC3C2c2c(n(c(c2)C(=O)N2CCCC2)CCOC)C3)C(=O)c2ccccc2)C(OC)=O)cc1. The result is 0 (inactive). (5) The result is 0 (inactive). The compound is O(Cc1c(onc1C)C)c1c(OC)cc(C(=O)NCCc2ccc(OC)cc2)cc1.